This data is from Forward reaction prediction with 1.9M reactions from USPTO patents (1976-2016). The task is: Predict the product of the given reaction. (1) Given the reactants [CH3:1][CH:2](O)[CH2:3][CH2:4][CH:5]=[CH2:6].[H-].[Na+].[CH2:10](Cl)[C:11]1[CH:16]=[CH:15][CH:14]=[CH:13][CH:12]=1.[Cl-].[NH4+].CN(C)[CH:22]=[O:23], predict the reaction product. The product is: [CH2:10]([O:23][CH2:22][C:1]1[CH:6]=[CH:5][CH:4]=[CH:3][CH:2]=1)[C:11]1[CH:16]=[CH:15][CH:14]=[CH:13][CH:12]=1. (2) Given the reactants [CH3:1][C:2]1([CH3:20])[O:6][CH:5]([CH2:7][N:8]2[C:16]3[CH:15]=[CH:14][N:13]=[C:12]([O:17][CH3:18])[C:11]=3[C:10](I)=[CH:9]2)[CH2:4][O:3]1.CC1(C)C(C)(C)OB([C:29]2[CH:34]=[CH:33][C:32]([S:35]([NH2:38])(=[O:37])=[O:36])=[CH:31][CH:30]=2)O1.C(=O)([O-])[O-].[K+].[K+], predict the reaction product. The product is: [CH3:1][C:2]1([CH3:20])[O:6][CH:5]([CH2:7][N:8]2[C:16]3[CH:15]=[CH:14][N:13]=[C:12]([O:17][CH3:18])[C:11]=3[C:10]([C:29]3[CH:34]=[CH:33][C:32]([S:35]([NH2:38])(=[O:37])=[O:36])=[CH:31][CH:30]=3)=[CH:9]2)[CH2:4][O:3]1. (3) Given the reactants [F:1][C:2]1([F:33])[O:6][C:5]2[CH:7]=[CH:8][C:9]([C:11]3([C:14]([NH:16][C:17]4[CH:22]=[CH:21][C:20]([CH3:23])=[C:19](B5OC(C)(C)C(C)(C)O5)[CH:18]=4)=[O:15])[CH2:13][CH2:12]3)=[CH:10][C:4]=2[O:3]1.Br[C:35]1[CH:36]=[CH:37][C:38]2[S:42](=[O:44])(=[O:43])[NH:41][C:40](=[O:45])[C:39]=2[CH:46]=1.C([O-])([O-])=O.[Na+].[Na+], predict the reaction product. The product is: [F:1][C:2]1([F:33])[O:6][C:5]2[CH:7]=[CH:8][C:9]([C:11]3([C:14]([NH:16][C:17]4[CH:22]=[CH:21][C:20]([CH3:23])=[C:19]([C:35]5[CH:36]=[CH:37][C:38]6[S:42](=[O:44])(=[O:43])[NH:41][C:40](=[O:45])[C:39]=6[CH:46]=5)[CH:18]=4)=[O:15])[CH2:13][CH2:12]3)=[CH:10][C:4]=2[O:3]1. (4) Given the reactants [Br:1][C:2]1[CH:10]=[CH:9][C:5]([C:6]([OH:8])=O)=[CH:4][CH:3]=1.[CH3:11][CH2:12][N:13](CC)[CH2:14][CH3:15].CN(C(ON1N=NC2C=CC=NC1=2)=[N+](C)C)C.F[P-](F)(F)(F)(F)F.N1CCCC1, predict the reaction product. The product is: [Br:1][C:2]1[CH:3]=[CH:4][C:5]([C:6]([N:13]2[CH2:14][CH2:15][CH2:11][CH2:12]2)=[O:8])=[CH:9][CH:10]=1. (5) Given the reactants [CH3:1][N:2]([CH3:24])[C:3]1[C:8]([CH3:9])=[CH:7][C:6]([PH:10](=O)[C:11]2[CH:16]=[C:15]([CH3:17])[C:14]([N:18]([CH3:20])[CH3:19])=[C:13]([CH3:21])[CH:12]=2)=[CH:5][C:4]=1[CH3:23].[BH3:25].O1CCCC1, predict the reaction product. The product is: [CH3:24][N:2]([CH3:1])[C:3]1[C:8]([CH3:9])=[CH:7][C:6]([PH:10][C:11]2[CH:16]=[C:15]([CH3:17])[C:14]([N:18]([CH3:19])[CH3:20])=[C:13]([CH3:21])[CH:12]=2)=[CH:5][C:4]=1[CH3:23].[BH3:25]. (6) Given the reactants [Cl:1][C:2]1[N:3]=[C:4]2[C:12](=[CH:13][C:14]=1[CH3:15])[CH:11]=[C:10]1[N:5]2[C@H:6]([CH3:16])[CH2:7][NH:8][CH2:9]1.[C:17](O[C:17]([O:19][C:20]([CH3:23])([CH3:22])[CH3:21])=[O:18])([O:19][C:20]([CH3:23])([CH3:22])[CH3:21])=[O:18], predict the reaction product. The product is: [C:20]([O:19][C:17]([N:8]1[CH2:7][C@@H:6]([CH3:16])[N:5]2[C:10](=[CH:11][C:12]3[C:4]2=[N:3][C:2]([Cl:1])=[C:14]([CH3:15])[CH:13]=3)[CH2:9]1)=[O:18])([CH3:23])([CH3:22])[CH3:21]. (7) The product is: [Cl:1][C:2]1[CH:3]=[C:4]([OH:9])[CH:5]=[C:6]([F:8])[C:7]=1[CH2:10][OH:11]. Given the reactants [Cl:1][C:2]1[CH:3]=[C:4]([OH:9])[CH:5]=[C:6]([F:8])[CH:7]=1.[CH2:10]=[O:11], predict the reaction product.